From a dataset of Reaction yield outcomes from USPTO patents with 853,638 reactions. Predict the reaction yield, written as a fraction of the theoretical maximum amount of product (1.0 means a 100% yield; for example, 0.34 means a 34% yield). (1) The reactants are [CH3:1][C:2]1([CH3:7])[CH2:6][CH2:5][NH:4][CH2:3]1.C[O:9][C:10]([C:12]1[C:16]([NH:17][C:18]([C:20]2[C:25]([NH:26][C:27]3[CH:28]=[N:29][CH:30]=[N:31][CH:32]=3)=[CH:24][CH:23]=[C:22]([CH:33]3[CH2:35][CH2:34]3)[N:21]=2)=[O:19])=[CH:15][N:14]([CH3:36])[N:13]=1)=O. No catalyst specified. The product is [CH3:1][C:2]1([CH3:7])[CH2:6][CH2:5][N:4]([C:10]([C:12]2[C:16]([NH:17][C:18]([C:20]3[C:25]([NH:26][C:27]4[CH:28]=[N:29][CH:30]=[N:31][CH:32]=4)=[CH:24][CH:23]=[C:22]([CH:33]4[CH2:35][CH2:34]4)[N:21]=3)=[O:19])=[CH:15][N:14]([CH3:36])[N:13]=2)=[O:9])[CH2:3]1. The yield is 0.200. (2) The yield is 0.880. The product is [OH:29][C:27]1[C:19]2[C:18](=[C:23]([CH3:24])[C:22]([O:25][CH3:26])=[CH:21][CH:20]=2)[N:17]=[C:15]([C:12]2[S:13][CH:14]=[C:10]([CH:7]([CH3:9])[CH3:8])[N:11]=2)[CH:28]=1. The reactants are CC(C)([O-])C.[K+].[CH:7]([C:10]1[N:11]=[C:12]([C:15]([NH:17][C:18]2[C:23]([CH3:24])=[C:22]([O:25][CH3:26])[CH:21]=[CH:20][C:19]=2[C:27](=[O:29])[CH3:28])=O)[S:13][CH:14]=1)([CH3:9])[CH3:8].O.Cl. The catalyst is C(O)(C)(C)C.CCOCC.